Dataset: Catalyst prediction with 721,799 reactions and 888 catalyst types from USPTO. Task: Predict which catalyst facilitates the given reaction. (1) Reactant: C(OC([N:8]1[CH2:13][CH2:12][CH:11]([CH2:14][N:15]([CH2:39][CH3:40])[CH:16]2[CH2:25][CH2:24][C:23]3[C:18](=[CH:19][C:20]([NH:26][C:27](=[O:38])[C:28]4[CH:33]=[CH:32][C:31]([S:34]([CH3:37])(=[O:36])=[O:35])=[CH:30][CH:29]=4)=[CH:21][CH:22]=3)[CH2:17]2)[CH2:10][CH2:9]1)=O)(C)(C)C.FC(F)(F)C(O)=O. Product: [CH2:39]([N:15]([CH2:14][CH:11]1[CH2:10][CH2:9][NH:8][CH2:13][CH2:12]1)[CH:16]1[CH2:17][C:18]2[CH:19]=[C:20]([NH:26][C:27](=[O:38])[C:28]3[CH:33]=[CH:32][C:31]([S:34]([CH3:37])(=[O:35])=[O:36])=[CH:30][CH:29]=3)[CH:21]=[CH:22][C:23]=2[CH2:24][CH2:25]1)[CH3:40]. The catalyst class is: 2. (2) Reactant: [CH3:1][O:2][C:3](=[O:16])[C:4]1[CH:9]=[C:8]([CH:10]=[C:11]([CH3:13])[CH3:12])[C:7]([O:14][CH3:15])=[N:6][CH:5]=1. Product: [CH3:1][O:2][C:3](=[O:16])[C:4]1[CH:9]=[C:8]([CH2:10][CH:11]([CH3:13])[CH3:12])[C:7]([O:14][CH3:15])=[N:6][CH:5]=1. The catalyst class is: 8. (3) Reactant: [CH3:1][C:2]1[CH:3]=[C:4]([OH:11])[CH:5]=[CH:6][C:7]=1[N+:8]([O-:10])=[O:9].CC(OC(/N=N/C(OC(C)C)=O)=O)C.C1C=CC(P(C2C=CC=CC=2)C2C=CC=CC=2)=CC=1.[CH2:45]([N:47]1[CH2:51][CH2:50][CH:49](O)[CH2:48]1)[CH3:46]. Product: [CH2:45]([N:47]1[CH2:51][CH2:50][CH:49]([O:11][C:4]2[CH:5]=[CH:6][C:7]([N+:8]([O-:10])=[O:9])=[C:2]([CH3:1])[CH:3]=2)[CH2:48]1)[CH3:46]. The catalyst class is: 1. (4) Reactant: [CH3:1][O:2][C:3]1[CH:4]=[C:5]([CH2:15][OH:16])[CH:6]=[C:7]([O:9][CH2:10][CH2:11][CH2:12][O:13][CH3:14])[CH:8]=1.CC#N. Product: [CH3:1][O:2][C:3]1[CH:4]=[C:5]([CH:6]=[C:7]([O:9][CH2:10][CH2:11][CH2:12][O:13][CH3:14])[CH:8]=1)[CH:15]=[O:16]. The catalyst class is: 784. (5) Reactant: [Cl:1][C:2]1[C:7]([O:8][CH3:9])=[CH:6][C:5]([O:10][CH3:11])=[C:4]([Cl:12])[C:3]=1[C:13]1[C:24](=[O:25])[N:23]([CH2:26][CH2:27][N:28]2[CH2:33][CH2:32][CH2:31][C@@H:30]([NH:34][C:35](=[O:41])[O:36][C:37]([CH3:40])([CH3:39])[CH3:38])[CH2:29]2)[C:16]2[N:17]=[C:18](SC)[N:19]=[CH:20][C:15]=2[CH:14]=1.C1C(=O)[N:46](Cl)[C:44](=O)C1.C([O-])([O-])=O.[K+].[K+].C([O-])(O)=O.[Na+]. Product: [Cl:1][C:2]1[C:7]([O:8][CH3:9])=[CH:6][C:5]([O:10][CH3:11])=[C:4]([Cl:12])[C:3]=1[C:13]1[C:24](=[O:25])[N:23]([CH2:26][CH2:27][N:28]2[CH2:33][CH2:32][CH2:31][C@@H:30]([NH:34][C:35](=[O:41])[O:36][C:37]([CH3:40])([CH3:39])[CH3:38])[CH2:29]2)[C:16]2[N:17]=[C:18]([NH:46][CH3:44])[N:19]=[CH:20][C:15]=2[CH:14]=1. The catalyst class is: 6. (6) Reactant: [C:1]1([C:7]2[CH:11]=[C:10]([CH2:12][CH2:13][C@@H:14]([OH:17])[CH2:15][OH:16])[NH:9][N:8]=2)[CH:6]=[CH:5][CH:4]=[CH:3][CH:2]=1.CO[C:20](OC)([CH3:22])[CH3:21].CC1C=CC(S(O)(=O)=O)=CC=1. Product: [CH3:21][C:20]1([CH3:22])[O:17][C@H:14]([CH2:13][CH2:12][C:10]2[NH:9][N:8]=[C:7]([C:1]3[CH:2]=[CH:3][CH:4]=[CH:5][CH:6]=3)[CH:11]=2)[CH2:15][O:16]1. The catalyst class is: 21.